From a dataset of Full USPTO retrosynthesis dataset with 1.9M reactions from patents (1976-2016). Predict the reactants needed to synthesize the given product. (1) Given the product [CH2:28]([O:30][C:31]([C:33]1[C:34]([C:55]2[CH:56]=[CH:57][C:58]([C:61](=[O:69])[NH:62][CH2:63][C:64]3[O:65][CH:66]=[CH:67][CH:68]=3)=[CH:59][CH:60]=2)=[C:35]2[C:50](=[O:51])[NH:49][CH:48]([CH:52]([CH3:54])[CH3:53])[C:36]2=[N:37][C:38]=1[CH2:39][CH2:40][C:41]1[CH:46]=[CH:45][C:44]([F:47])=[CH:43][CH:42]=1)=[O:32])[CH3:29], predict the reactants needed to synthesize it. The reactants are: O=[N+]([O-])[O-].[O-][N+](=O)[O-].[O-][N+](=O)[O-].[O-][N+](=O)[O-].[O-][N+](=O)[O-].[O-][N+](=O)[O-].[Ce+4].[NH4+].[NH4+].[CH2:28]([O:30][C:31]([C:33]1[CH:34]([C:55]2[CH:60]=[CH:59][C:58]([C:61](=[O:69])[NH:62][CH2:63][C:64]3[O:65][CH:66]=[CH:67][CH:68]=3)=[CH:57][CH:56]=2)[C:35]2[C:50](=[O:51])[NH:49][CH:48]([CH:52]([CH3:54])[CH3:53])[C:36]=2[NH:37][C:38]=1[CH2:39][CH2:40][C:41]1[CH:46]=[CH:45][C:44]([F:47])=[CH:43][CH:42]=1)=[O:32])[CH3:29].FC(F)(F)C(O)=O. (2) Given the product [C:18]1([S:24][C:2]2[CH:3]=[C:4]([CH:8]3[O:12][CH2:11][CH2:10][O:9]3)[CH:5]=[CH:6][CH:7]=2)[CH:23]=[CH:22][CH:21]=[CH:20][CH:19]=1, predict the reactants needed to synthesize it. The reactants are: Br[C:2]1[CH:3]=[C:4]([CH:8]2[O:12][CH2:11][CH2:10][O:9]2)[CH:5]=[CH:6][CH:7]=1.C([Li])CCC.[C:18]1([S:24][S:24][C:18]2[CH:23]=[CH:22][CH:21]=[CH:20][CH:19]=2)[CH:23]=[CH:22][CH:21]=[CH:20][CH:19]=1.O.